From a dataset of Forward reaction prediction with 1.9M reactions from USPTO patents (1976-2016). Predict the product of the given reaction. Given the reactants C([O:3][CH:4]1[CH2:9][CH2:8][CH2:7][N:6]([C:10]2[N:11]=[C:12]3[CH:29]=[C:28](/[CH:30]=[CH:31]/[C:32]4[S:33][CH:34]=[C:35]([CH:37]([CH3:39])[CH3:38])[N:36]=4)[CH:27]=[CH:26][N:13]3[C:14](=[O:25])[C:15]=2/[CH:16]=[CH:17]/[C:18]([O:20][C:21]([CH3:24])([CH3:23])[CH3:22])=[O:19])[CH2:5]1)=O.[OH-].[Na+].Cl, predict the reaction product. The product is: [OH:3][CH:4]1[CH2:9][CH2:8][CH2:7][N:6]([C:10]2[N:11]=[C:12]3[CH:29]=[C:28](/[CH:30]=[CH:31]/[C:32]4[S:33][CH:34]=[C:35]([CH:37]([CH3:39])[CH3:38])[N:36]=4)[CH:27]=[CH:26][N:13]3[C:14](=[O:25])[C:15]=2/[CH:16]=[CH:17]/[C:18]([O:20][C:21]([CH3:22])([CH3:23])[CH3:24])=[O:19])[CH2:5]1.